From a dataset of HIV replication inhibition screening data with 41,000+ compounds from the AIDS Antiviral Screen. Binary Classification. Given a drug SMILES string, predict its activity (active/inactive) in a high-throughput screening assay against a specified biological target. The compound is O=C1OC(OC2OC(=O)c3ccccc32)c2ccccc21. The result is 0 (inactive).